From a dataset of Catalyst prediction with 721,799 reactions and 888 catalyst types from USPTO. Predict which catalyst facilitates the given reaction. (1) Reactant: [Br:1][C:2]1[CH:7]=[CH:6][CH:5]=[C:4](Br)[N:3]=1.[CH3:9][S-:10].[Na+]. Product: [Br:1][C:2]1[CH:7]=[CH:6][CH:5]=[C:4]([S:10][CH3:9])[N:3]=1. The catalyst class is: 31. (2) Reactant: C[O:2][C:3](=O)[N:4]=[C:5](SC)[C:6]([C:20]1[CH:25]=[C:24]([CH2:26][O:27][CH3:28])[C:23]([O:29][CH3:30])=[C:22]([O:31][CH3:32])[CH:21]=1)=[N:7][C:8]1[CH:13]=[CH:12][C:11]([C:14]2[N:18]=[C:17]([CH3:19])[O:16][N:15]=2)=[CH:10][CH:9]=1.[NH:36]([C:38]1[N:43]=[CH:42][CH:41]=[CH:40][N:39]=1)[NH2:37].C(N(CC)CC)C. Product: [CH3:32][O:31][C:22]1[CH:21]=[C:20]([CH:6]([NH:7][C:8]2[CH:9]=[CH:10][C:11]([C:14]3[N:18]=[C:17]([CH3:19])[O:16][N:15]=3)=[CH:12][CH:13]=2)[C:5]2[NH:4][C:3](=[O:2])[N:36]([C:38]3[N:43]=[CH:42][CH:41]=[CH:40][N:39]=3)[N:37]=2)[CH:25]=[C:24]([CH2:26][O:27][CH3:28])[C:23]=1[O:29][CH3:30]. The catalyst class is: 3. (3) Reactant: [CH2:1]([O:5][C:6]1[CH:16]=[CH:15][CH:14]=[CH:13][C:7]=1[C:8]([O:10]CC)=[O:9])[CH2:2][CH:3]=[CH2:4].[Li+].[OH-].Cl. Product: [CH2:1]([O:5][C:6]1[CH:16]=[CH:15][CH:14]=[CH:13][C:7]=1[C:8]([OH:10])=[O:9])[CH2:2][CH:3]=[CH2:4]. The catalyst class is: 24. (4) Reactant: [Cl:1][C:2]1[C:3]([CH3:28])=[CH:4][C:5]2[N:11]=[C:10]([C:12]3[CH:17]=[CH:16][CH:15]=[C:14]([C:18]4[CH:23]=[CH:22][N:21]=[C:20]([CH2:24][OH:25])[CH:19]=4)[CH:13]=3)[CH2:9][C:8](=[O:26])[NH:7][C:6]=2[CH:27]=1.S(Cl)(Cl)=O.[Cl-].[CH3:34][O-].[Na+]. Product: [Cl:1][C:2]1[C:3]([CH3:28])=[CH:4][C:5]2[N:11]=[C:10]([C:12]3[CH:17]=[CH:16][CH:15]=[C:14]([C:18]4[CH:23]=[CH:22][N:21]=[C:20]([CH2:24][O:25][CH3:34])[CH:19]=4)[CH:13]=3)[CH2:9][C:8](=[O:26])[NH:7][C:6]=2[CH:27]=1. The catalyst class is: 61.